This data is from NCI-60 drug combinations with 297,098 pairs across 59 cell lines. The task is: Regression. Given two drug SMILES strings and cell line genomic features, predict the synergy score measuring deviation from expected non-interaction effect. (1) Drug 1: CCCCCOC(=O)NC1=NC(=O)N(C=C1F)C2C(C(C(O2)C)O)O. Drug 2: C(CCl)NC(=O)N(CCCl)N=O. Cell line: COLO 205. Synergy scores: CSS=8.50, Synergy_ZIP=-1.28, Synergy_Bliss=0.967, Synergy_Loewe=-2.62, Synergy_HSA=2.41. (2) Drug 1: CN(C)N=NC1=C(NC=N1)C(=O)N. Drug 2: C1=NC2=C(N1)C(=S)N=C(N2)N. Cell line: SR. Synergy scores: CSS=33.7, Synergy_ZIP=-1.07, Synergy_Bliss=-2.64, Synergy_Loewe=-31.1, Synergy_HSA=-1.16. (3) Drug 1: CC12CCC3C(C1CCC2O)C(CC4=C3C=CC(=C4)O)CCCCCCCCCS(=O)CCCC(C(F)(F)F)(F)F. Drug 2: C1=CN(C=N1)CC(O)(P(=O)(O)O)P(=O)(O)O. Cell line: SW-620. Synergy scores: CSS=-3.52, Synergy_ZIP=1.70, Synergy_Bliss=-1.04, Synergy_Loewe=-5.60, Synergy_HSA=-5.12.